From a dataset of Forward reaction prediction with 1.9M reactions from USPTO patents (1976-2016). Predict the product of the given reaction. Given the reactants Br[C:2]1[CH:7]=[CH:6][C:5]([O:8][C:9]([F:12])([F:11])[F:10])=[CH:4][C:3]=1[OH:13].[OH-].[Na+].S(OC)(O[CH3:20])(=O)=O, predict the reaction product. The product is: [F:10][C:9]([F:12])([F:11])[O:8][C:5]1[CH:4]=[C:3]([O:13][CH3:20])[CH:2]=[CH:7][CH:6]=1.